This data is from Catalyst prediction with 721,799 reactions and 888 catalyst types from USPTO. The task is: Predict which catalyst facilitates the given reaction. (1) Reactant: [CH3:1][C:2]1[C:6]([C:7]2[CH:12]=[CH:11][CH:10]=[CH:9][CH:8]=2)=[C:5]([NH2:13])[NH:4][N:3]=1.[C:14](OC)(=[O:20])[CH2:15][C:16](OC)=[O:17]. Product: [CH3:1][C:2]1[C:6]([C:7]2[CH:12]=[CH:11][CH:10]=[CH:9][CH:8]=2)=[C:5]2[NH:13][C:14](=[O:20])[CH2:15][C:16](=[O:17])[N:4]2[N:3]=1. The catalyst class is: 5. (2) The catalyst class is: 10. Reactant: C(=O)([O-])[O-].[K+].[K+].[CH3:7][O:8][C:9](=[O:35])[CH:10]([NH:19][C:20]1[CH:25]=[CH:24][CH:23]=[CH:22][C:21]=1[C:26](=[O:34])[C:27]1[CH:32]=[CH:31][C:30]([F:33])=[CH:29][CH:28]=1)[CH2:11][C:12]1[CH:17]=[CH:16][C:15]([OH:18])=[CH:14][CH:13]=1.[Br:36][CH2:37][CH2:38]Br. Product: [CH3:7][O:8][C:9](=[O:35])[CH:10]([NH:19][C:20]1[CH:25]=[CH:24][CH:23]=[CH:22][C:21]=1[C:26](=[O:34])[C:27]1[CH:32]=[CH:31][C:30]([F:33])=[CH:29][CH:28]=1)[CH2:11][C:12]1[CH:13]=[CH:14][C:15]([O:18][CH2:38][CH2:37][Br:36])=[CH:16][CH:17]=1. (3) Reactant: C[O:2][C:3](=[O:34])[CH2:4][N:5]1[C:13]2[C:8](=[CH:9][C:10]([F:14])=[CH:11][CH:12]=2)[C:7]([CH2:15][C:16]2[C:21]([S:22]([C:25]3[CH:30]=[CH:29][CH:28]=[CH:27][CH:26]=3)(=[O:24])=[O:23])=[CH:20][N:19]=[C:18]([S:31][CH3:32])[N:17]=2)=[C:6]1[CH3:33].[OH-].[Li+]. Product: [C:25]1([S:22]([C:21]2[C:16]([CH2:15][C:7]3[C:8]4[C:13](=[CH:12][CH:11]=[C:10]([F:14])[CH:9]=4)[N:5]([CH2:4][C:3]([OH:34])=[O:2])[C:6]=3[CH3:33])=[N:17][C:18]([S:31][CH3:32])=[N:19][CH:20]=2)(=[O:23])=[O:24])[CH:30]=[CH:29][CH:28]=[CH:27][CH:26]=1. The catalyst class is: 7. (4) Reactant: [Cl:1][CH:2]([C:14]1[CH:19]=[CH:18][CH:17]=[CH:16][CH:15]=1)[C:3]([C:5]1[C:13]2[C:8](=[CH:9][CH:10]=[CH:11][CH:12]=2)[NH:7][CH:6]=1)=[O:4].Br[CH2:21][CH2:22][NH:23][C:24](=[O:30])[O:25][C:26]([CH3:29])([CH3:28])[CH3:27].C(=O)([O-])[O-].[K+].[K+]. Product: [Cl:1][CH:2]([C:14]1[CH:19]=[CH:18][CH:17]=[CH:16][CH:15]=1)[C:3]([C:5]1[C:13]2[C:8](=[CH:9][CH:10]=[CH:11][CH:12]=2)[N:7]([CH2:21][CH2:22][NH:23][C:24](=[O:30])[O:25][C:26]([CH3:29])([CH3:28])[CH3:27])[CH:6]=1)=[O:4]. The catalyst class is: 3. (5) Reactant: [BH4-].[Na+].[CH2:3]([O:10][C:11]1[CH:18]=[C:17]([F:19])[CH:16]=[CH:15][C:12]=1[CH:13]=[O:14])[C:4]1[CH:9]=[CH:8][CH:7]=[CH:6][CH:5]=1. Product: [CH2:3]([O:10][C:11]1[CH:18]=[C:17]([F:19])[CH:16]=[CH:15][C:12]=1[CH2:13][OH:14])[C:4]1[CH:5]=[CH:6][CH:7]=[CH:8][CH:9]=1. The catalyst class is: 8. (6) Reactant: Cl[CH2:2][C:3]([C@@H:5]1[CH2:10][CH2:9][CH2:8][CH2:7][C@H:6]1[C:11]([O:13][CH3:14])=[O:12])=O.[O:15]1[CH2:20][CH2:19][CH:18]([C:21](=[S:23])[NH2:22])[CH2:17][CH2:16]1. Product: [O:15]1[CH2:20][CH2:19][CH:18]([C:21]2[S:23][CH:2]=[C:3]([C@@H:5]3[CH2:10][CH2:9][CH2:8][CH2:7][C@H:6]3[C:11]([O:13][CH3:14])=[O:12])[N:22]=2)[CH2:17][CH2:16]1. The catalyst class is: 12. (7) Reactant: [Cl-].[Al+3].[Cl-].[Cl-].[O:5]1[C:10]2[CH:11]=[CH:12][CH:13]=[CH:14][C:9]=2[CH2:8][CH2:7][CH2:6]1.[Cl:15][CH2:16][C:17](Cl)=[O:18]. Product: [Cl:15][CH2:16][C:17]([C:13]1[CH:12]=[CH:11][C:10]2[O:5][CH2:6][CH2:7][CH2:8][C:9]=2[CH:14]=1)=[O:18]. The catalyst class is: 4.